From a dataset of Forward reaction prediction with 1.9M reactions from USPTO patents (1976-2016). Predict the product of the given reaction. (1) Given the reactants [Br:1][C:2]1[N:7]=[C:6]([NH2:8])[CH:5]=[CH:4][CH:3]=1.[F:9][C:10]1([CH:16]=O)[CH2:15][CH2:14][O:13][CH2:12][CH2:11]1.C(O)(=O)C.C(O[BH-](OC(=O)C)OC(=O)C)(=O)C.[Na+], predict the reaction product. The product is: [Br:1][C:2]1[N:7]=[C:6]([NH:8][CH2:16][C:10]2([F:9])[CH2:15][CH2:14][O:13][CH2:12][CH2:11]2)[CH:5]=[CH:4][CH:3]=1. (2) Given the reactants [NH2:1][CH2:2][CH2:3][O:4][C:5]1[CH:10]=[CH:9][C:8]([C:11]2[N:16]=[C:15]([C:17]#[N:18])[C:14]3[N:19]=[N:20][N:21]([CH3:22])[C:13]=3[CH:12]=2)=[CH:7][C:6]=1[C:23]([F:26])([F:25])[F:24].CCN(C(C)C)C(C)C.[C:36](Cl)(=[O:38])[CH3:37], predict the reaction product. The product is: [C:17]([C:15]1[C:14]2[N:19]=[N:20][N:21]([CH3:22])[C:13]=2[CH:12]=[C:11]([C:8]2[CH:9]=[CH:10][C:5]([O:4][CH2:3][CH2:2][NH:1][C:36](=[O:38])[CH3:37])=[C:6]([C:23]([F:25])([F:24])[F:26])[CH:7]=2)[N:16]=1)#[N:18]. (3) Given the reactants [F:1][C:2]1[CH:7]=[CH:6][CH:5]=[C:4]([F:8])[C:3]=1[C:9]1[N:14]=[C:13]2[C:15]([C:18]3[CH:19]=[C:20]([NH:24][CH:25]4[CH2:30][CH2:29][CH2:28][N:27](C(OC(C)(C)C)=O)[CH2:26]4)[CH:21]=[N:22][CH:23]=3)=[CH:16][NH:17][C:12]2=[CH:11][CH:10]=1.Cl.CC(O)C, predict the reaction product. The product is: [F:1][C:2]1[CH:7]=[CH:6][CH:5]=[C:4]([F:8])[C:3]=1[C:9]1[N:14]=[C:13]2[C:15]([C:18]3[CH:19]=[C:20]([NH:24][CH:25]4[CH2:30][CH2:29][CH2:28][NH:27][CH2:26]4)[CH:21]=[N:22][CH:23]=3)=[CH:16][NH:17][C:12]2=[CH:11][CH:10]=1. (4) Given the reactants [CH2:1]([C:3]1[CH:4]=[CH:5][C:6]([CH2:9][CH2:10][OH:11])=[N:7][CH:8]=1)[CH3:2].CC(C)=O.O.[K].F[C:19]1[CH:24]=[CH:23][C:22]([N+:25]([O-:27])=[O:26])=[CH:21][CH:20]=1, predict the reaction product. The product is: [CH2:1]([C:3]1[CH:4]=[CH:5][C:6]([CH2:9][CH2:10][O:11][C:19]2[CH:24]=[CH:23][C:22]([N+:25]([O-:27])=[O:26])=[CH:21][CH:20]=2)=[N:7][CH:8]=1)[CH3:2].